From a dataset of Aqueous solubility values for 9,982 compounds from the AqSolDB database. Regression/Classification. Given a drug SMILES string, predict its absorption, distribution, metabolism, or excretion properties. Task type varies by dataset: regression for continuous measurements (e.g., permeability, clearance, half-life) or binary classification for categorical outcomes (e.g., BBB penetration, CYP inhibition). For this dataset (solubility_aqsoldb), we predict Y. The drug is O=C(O)c1cc(Oc2ccc(C(F)(F)F)cc2Cl)ccc1[N+](=O)[O-]. The Y is -3.48 log mol/L.